Dataset: Catalyst prediction with 721,799 reactions and 888 catalyst types from USPTO. Task: Predict which catalyst facilitates the given reaction. (1) Reactant: [CH3:1][O:2][CH2:3][CH2:4][NH:5][CH3:6].Br[C:8]1[N:9]([C:25]2[CH:30]=[CH:29][CH:28]=[CH:27][C:26]=2[Br:31])[C:10]([C:13]2[CH:14]=[CH:15][C:16]([C:19]3[CH:24]=[CH:23][CH:22]=[CH:21][CH:20]=3)=[N:17][CH:18]=2)=[N:11][N:12]=1. Product: [Br:31][C:26]1[CH:27]=[CH:28][CH:29]=[CH:30][C:25]=1[N:9]1[C:10]([C:13]2[CH:18]=[N:17][C:16]([C:19]3[CH:24]=[CH:23][CH:22]=[CH:21][CH:20]=3)=[CH:15][CH:14]=2)=[N:11][N:12]=[C:8]1[N:5]([CH2:4][CH2:3][O:2][CH3:1])[CH3:6]. The catalyst class is: 22. (2) Reactant: [O:1]=[C:2](N1CCOC1=O)[CH2:3][CH2:4][CH:5]=O.[CH3:13][C:14]1([NH2:24])[CH2:23][CH2:22][C:17]2([O:21][CH2:20][CH2:19][O:18]2)[CH2:16][CH2:15]1.C(O)(=O)C.C(O[BH-](OC(=O)C)OC(=O)C)(=O)C.[Na+]. Product: [CH3:13][C:14]1([N:24]2[CH2:5][CH2:4][CH2:3][C:2]2=[O:1])[CH2:23][CH2:22][C:17]2([O:18][CH2:19][CH2:20][O:21]2)[CH2:16][CH2:15]1. The catalyst class is: 325. (3) Product: [CH3:15][C:16]1[N:21]2[N:22]=[N:23][N:24]=[C:20]2[C:19]2[N:25]=[C:26]([CH3:31])[N:27]([CH2:28][CH2:29][NH:30][S:34]([CH3:33])(=[O:36])=[O:35])[C:18]=2[C:17]=1[CH3:32]. Reactant: C(N(CC)CC)C.FC(F)(F)C(O)=O.[CH3:15][C:16]1[N:21]2[N:22]=[N:23][N:24]=[C:20]2[C:19]2[N:25]=[C:26]([CH3:31])[N:27]([CH2:28][CH2:29][NH2:30])[C:18]=2[C:17]=1[CH3:32].[CH3:33][S:34](Cl)(=[O:36])=[O:35]. The catalyst class is: 4. (4) Reactant: [OH2:1].CC[N:4]=C=NCCCN(C)C.CCN(C(C)C)C(C)C.C[N:23]([CH2:25][C:26](O)=O)C.ONC([N:33]1CC[CH:36]([C@H:39](C)CCOC2C=CC(S(C)(=O)=O)=CC=2)[CH2:35][CH2:34]1)=N. Product: [CH:39]1[CH:36]=[CH:35][C:34]2[N:33]([OH:1])[N:4]=[N:23][C:25]=2[CH:26]=1. The catalyst class is: 3. (5) Reactant: [NH2:1][C:2]1[C:7]([C:8]([C:10]2[CH:15]=[CH:14][CH:13]=[CH:12][C:11]=2[F:16])=[O:9])=[CH:6][CH:5]=[C:4]([NH:17][CH:18]2[CH2:23][CH2:22][NH:21][CH2:20][CH2:19]2)[N:3]=1.C(N(CC)CC)C.[CH2:31]([S:33](Cl)(=[O:35])=[O:34])[CH3:32]. Product: [NH2:1][C:2]1[C:7]([C:8]([C:10]2[CH:15]=[CH:14][CH:13]=[CH:12][C:11]=2[F:16])=[O:9])=[CH:6][CH:5]=[C:4]([NH:17][CH:18]2[CH2:19][CH2:20][N:21]([S:33]([CH2:31][CH3:32])(=[O:35])=[O:34])[CH2:22][CH2:23]2)[N:3]=1. The catalyst class is: 2. (6) Reactant: [F:1][C:2]([Si](C)(C)C)([F:4])[F:3].[C:9]([C:11]1[CH:12]=[CH:13][C:14]([C@@H:21]2[C:26]([C:27]#[N:28])=[C:25]([CH3:29])[N:24]([C:30]3[CH:35]=[CH:34][CH:33]=[C:32]([C:36]([F:39])([F:38])[F:37])[CH:31]=3)[C:23](=[O:40])[N:22]2[CH3:41])=[C:15]([S:17](Cl)(=[O:19])=[O:18])[CH:16]=1)#[N:10]. Product: [C:9]([C:11]1[CH:12]=[CH:13][C:14]([C@@H:21]2[C:26]([C:27]#[N:28])=[C:25]([CH3:29])[N:24]([C:30]3[CH:35]=[CH:34][CH:33]=[C:32]([C:36]([F:39])([F:38])[F:37])[CH:31]=3)[C:23](=[O:40])[N:22]2[CH3:41])=[C:15]([S:17]([C:2]([F:4])([F:3])[F:1])(=[O:19])=[O:18])[CH:16]=1)#[N:10]. The catalyst class is: 1. (7) Reactant: [Cl:1][C:2]1[CH:3]=[C:4]([NH2:10])[C:5]([NH2:9])=[CH:6][C:7]=1[Cl:8].[C:11]1(=O)[O:16][CH2:15][CH2:14][CH2:13][CH2:12]1. Product: [Cl:1][C:2]1[C:7]([Cl:8])=[CH:6][C:5]2[NH:9][C:11]([CH2:12][CH2:13][CH2:14][CH2:15][OH:16])=[N:10][C:4]=2[CH:3]=1. The catalyst class is: 33.